This data is from Forward reaction prediction with 1.9M reactions from USPTO patents (1976-2016). The task is: Predict the product of the given reaction. (1) The product is: [Cl:1][C:2]1[CH:3]=[CH:4][C:5]2[N:6]([C:10]([CH2:11][O:12][C:13]3[C:22]4[C:17](=[CH:18][C:19]([O:23][CH3:24])=[CH:20][CH:21]=4)[N:16]=[CH:15][CH:14]=3)=[N:9][N:8]=2)[N:7]=1. Given the reactants [Cl:1][C:2]1[N:7]=[N:6][C:5]([NH:8][NH:9][C:10](=O)[CH2:11][O:12][C:13]2[C:22]3[C:17](=[CH:18][C:19]([O:23][CH3:24])=[CH:20][CH:21]=3)[N:16]=[CH:15][CH:14]=2)=[CH:4][CH:3]=1.C1(P(C2C=CC=CC=2)C2C=CC=CC=2)C=CC=CC=1.C[Si](N=[N+]=[N-])(C)C.CCOC(/N=N/C(OCC)=O)=O, predict the reaction product. (2) Given the reactants Cl[C:2]1[N:7]=[C:6]([NH:8][C:9]2[CH:14]=[CH:13][C:12]([O:15][CH3:16])=[CH:11][C:10]=2[NH:17][S:18]([CH3:21])(=[O:20])=[O:19])[C:5]([Cl:22])=[CH:4][N:3]=1.[CH3:23][O:24][C:25]1[CH:31]=[C:30]([CH3:32])[C:29]([O:33][CH3:34])=[CH:28][C:26]=1[NH2:27], predict the reaction product. The product is: [Cl:22][C:5]1[C:6]([NH:8][C:9]2[CH:14]=[CH:13][C:12]([O:15][CH3:16])=[CH:11][C:10]=2[NH:17][S:18]([CH3:21])(=[O:20])=[O:19])=[N:7][C:2]([NH:27][C:26]2[CH:28]=[C:29]([O:33][CH3:34])[C:30]([CH3:32])=[CH:31][C:25]=2[O:24][CH3:23])=[N:3][CH:4]=1.